From a dataset of TCR-epitope binding with 47,182 pairs between 192 epitopes and 23,139 TCRs. Binary Classification. Given a T-cell receptor sequence (or CDR3 region) and an epitope sequence, predict whether binding occurs between them. (1) The epitope is IVTDFSVIK. The TCR CDR3 sequence is CASSFWSGTQETQYF. Result: 1 (the TCR binds to the epitope). (2) The TCR CDR3 sequence is CASSQYRGTEAFF. Result: 1 (the TCR binds to the epitope). The epitope is YLNTLTLAV. (3) The epitope is VLWAHGFEL. The TCR CDR3 sequence is CASSLGWGFNEQFF. Result: 1 (the TCR binds to the epitope). (4) The epitope is TPRVTGGGAM. The TCR CDR3 sequence is CASSLGRGIYNEQFF. Result: 0 (the TCR does not bind to the epitope). (5) The epitope is YVLDHLIVV. The TCR CDR3 sequence is CSVDFSGANVLTF. Result: 0 (the TCR does not bind to the epitope). (6) The epitope is KPLEFGATSAAL. The TCR CDR3 sequence is CASSYRGLIQPQHF. Result: 1 (the TCR binds to the epitope). (7) The epitope is TLIGDCATV. The TCR CDR3 sequence is CSTKGQSNTGELFF. Result: 1 (the TCR binds to the epitope). (8) The epitope is FVDGVPFVV. The TCR CDR3 sequence is CASRTGQASTDTQYF. Result: 0 (the TCR does not bind to the epitope). (9) The epitope is TFYLTNDVSFL. The TCR CDR3 sequence is CASIEQGGDFTDTQYF. Result: 0 (the TCR does not bind to the epitope). (10) The epitope is KLGGALQAK. The TCR CDR3 sequence is CASSLGQAAEAFF. Result: 1 (the TCR binds to the epitope).